From a dataset of Reaction yield outcomes from USPTO patents with 853,638 reactions. Predict the reaction yield, written as a fraction of the theoretical maximum amount of product (1.0 means a 100% yield; for example, 0.34 means a 34% yield). (1) The reactants are [CH2:1]([NH:8][CH2:9][CH2:10][OH:11])[C:2]1[CH:7]=[CH:6][CH:5]=[CH:4][CH:3]=1.ClC(=C)[C:14]#[N:15].O.[CH3:18][C:19](C)([O-])C.[K+]. The catalyst is O1CCCC1. The product is [CH2:1]([N:8]1[CH2:19][CH2:18][O:11][CH:10]([C:14]#[N:15])[CH2:9]1)[C:2]1[CH:7]=[CH:6][CH:5]=[CH:4][CH:3]=1. The yield is 0.650. (2) The reactants are [CH3:1][O:2][CH2:3][C@@H:4]1[C@H:6]([CH:7]=[O:8])[C@:5]1([CH3:23])[C:9]1[CH:18]=[CH:17][C:16]2[C:15]([CH3:20])([CH3:19])[CH2:14][CH2:13][C:12]([CH3:22])([CH3:21])[C:11]=2[CH:10]=1.CC12C(C)(C)C(C(OC[C@@H]3[C@H](COC)[C@]3(C)C3C=CC4C(C)(C)CCC(C)(C)C=4C=3)=O)(CC1)OC2=O. No catalyst specified. The product is [CH3:1][O:2][CH2:3][C@H:4]1[C@@H:6]([CH:7]=[O:8])[C@@:5]1([CH3:23])[C:9]1[CH:18]=[CH:17][C:16]2[C:15]([CH3:20])([CH3:19])[CH2:14][CH2:13][C:12]([CH3:22])([CH3:21])[C:11]=2[CH:10]=1. The yield is 0.990. (3) The reactants are Cl[C:2]1[N:7]=[C:6]([C:8]([O:10][CH2:11][CH3:12])=[O:9])[C:5]([F:13])=[CH:4][N:3]=1.[Br:14][C:15]1[CH:16]=[CH:17][C:18]([F:24])=[C:19](B(O)O)[CH:20]=1. No catalyst specified. The product is [Br:14][C:15]1[CH:20]=[CH:19][C:18]([F:24])=[C:17]([C:2]2[N:7]=[C:6]([C:8]([O:10][CH2:11][CH3:12])=[O:9])[C:5]([F:13])=[CH:4][N:3]=2)[CH:16]=1. The yield is 0.220. (4) The reactants are [C:1]([O-])([O-])=O.[K+].[K+].CI.O.[OH:10][C:11]1[C:20]2[O:19][CH2:18][CH2:17][O:16][C:15]=2[CH:14]=[CH:13][C:12]=1[C:21](=[O:23])[CH3:22]. The catalyst is CN(C=O)C. The product is [CH3:1][O:10][C:11]1[C:20]2[O:19][CH2:18][CH2:17][O:16][C:15]=2[CH:14]=[CH:13][C:12]=1[C:21](=[O:23])[CH3:22]. The yield is 0.700. (5) The reactants are [N:1]1[CH:6]=[CH:5][CH:4]=[C:3]([S:7](Cl)(=[O:9])=[O:8])[CH:2]=1.[F:11][C:12]1[CH:17]=[CH:16][CH:15]=[CH:14][C:13]=1[C:18]1[NH:22][CH:21]=[C:20]([CH:23]=[O:24])[CH:19]=1.C(N(CC)CC)C.Cl. The catalyst is CN(C)C1C=CN=CC=1.O.C(#N)C. The product is [F:11][C:12]1[CH:17]=[CH:16][CH:15]=[CH:14][C:13]=1[C:18]1[N:22]([S:7]([C:3]2[CH:2]=[N:1][CH:6]=[CH:5][CH:4]=2)(=[O:9])=[O:8])[CH:21]=[C:20]([CH:23]=[O:24])[CH:19]=1. The yield is 0.864. (6) The reactants are [CH2:1]([C:9]1[CH:14]=[CH:13][C:12]([N:15](C)[C:16](=O)OC(C)(C)C)=[CH:11][CH:10]=1)[CH2:2][CH2:3][CH2:4][CH2:5][CH2:6][CH2:7][CH3:8]. The catalyst is C(O)(C(F)(F)F)=O.C(Cl)Cl.CCO.Cl. The product is [CH3:16][NH:15][C:12]1[CH:13]=[CH:14][C:9]([CH2:1][CH2:2][CH2:3][CH2:4][CH2:5][CH2:6][CH2:7][CH3:8])=[CH:10][CH:11]=1. The yield is 0.570. (7) The reactants are [NH2:1][C:2]1[CH:3]=[CH:4][C:5]([OH:25])=[C:6]([CH:24]=1)[C:7]([NH:9][C:10]1[CH:15]=[C:14]([C:16]([F:19])([F:18])[F:17])[CH:13]=[C:12]([C:20]([F:23])([F:22])[F:21])[CH:11]=1)=[O:8].[C:26]1([N:32]=[C:33]=[S:34])[CH:31]=[CH:30][CH:29]=[CH:28][CH:27]=1. No catalyst specified. The product is [F:23][C:20]([F:21])([F:22])[C:12]1[CH:11]=[C:10]([NH:9][C:7](=[O:8])[C:6]2[CH:24]=[C:2]([NH:1][C:33]([NH:32][C:26]3[CH:31]=[CH:30][CH:29]=[CH:28][CH:27]=3)=[S:34])[CH:3]=[CH:4][C:5]=2[OH:25])[CH:15]=[C:14]([C:16]([F:17])([F:18])[F:19])[CH:13]=1. The yield is 0.663. (8) The reactants are C[O:2][C:3]1[CH:4]=[C:5](/[CH:9]=[CH:10]/[C:11]2[N:16]=[C:15]([CH3:17])[CH:14]=[C:13]([N:18]3[CH2:22][CH2:21][CH2:20][CH2:19]3)[N:12]=2)[CH:6]=[CH:7][CH:8]=1.ClC1C=C(C)N=C(/C=C/C2C=CC=C(OC)C=2)N=1.B(Br)(Br)Br. The yield is 0.472. The catalyst is C(Cl)Cl. The product is [OH:2][C:3]1[CH:4]=[C:5](/[CH:9]=[CH:10]/[C:11]2[N:16]=[C:15]([CH3:17])[CH:14]=[C:13]([N:18]3[CH2:22][CH2:21][CH2:20][CH2:19]3)[N:12]=2)[CH:6]=[CH:7][CH:8]=1. (9) The reactants are [OH:1][C@H:2]([CH3:6])[C:3]([NH2:5])=[O:4].C(N(CC)CC)C.[CH3:14][S:15](Cl)(=[O:17])=[O:16]. The catalyst is C1COCC1.O. The product is [C:3]([C@H:2]([O:1][S:15]([CH3:14])(=[O:17])=[O:16])[CH3:6])(=[O:4])[NH2:5]. The yield is 0.700.